This data is from Full USPTO retrosynthesis dataset with 1.9M reactions from patents (1976-2016). The task is: Predict the reactants needed to synthesize the given product. (1) Given the product [Cl:24][C:20]1[C:19]([F:25])=[C:18]([CH:23]=[CH:22][CH:21]=1)[CH2:17][C:12]1[CH:13]=[C:14]2[C:9](=[N:10][C:11]=1[O:26][CH3:27])[N:8]([C@H:28]([CH2:32][OH:33])[CH:29]([CH3:31])[CH3:30])[CH:7]=[C:6]([C:4]([OH:5])=[O:3])[C:15]2=[O:16], predict the reactants needed to synthesize it. The reactants are: C([O:3][C:4]([C:6]1[C:15](=[O:16])[C:14]2[C:9](=[N:10][C:11]([O:26][CH3:27])=[C:12]([CH2:17][C:18]3[CH:23]=[CH:22][CH:21]=[C:20]([Cl:24])[C:19]=3[F:25])[CH:13]=2)[N:8]([C@H:28]([C:32](C)(C)[O:33][SiH2]C(C)(C)C)[CH:29]([CH3:31])[CH3:30])[CH:7]=1)=[O:5])C.C[O-].[Na+]. (2) Given the product [CH2:17]([O:16][C:14]([C:13]1[S:11][C:9]([CH2:8][C:5]2[CH:4]=[CH:3][C:2]([Br:1])=[CH:7][CH:6]=2)=[N:10][C:19]=1[CH3:20])=[O:15])[CH3:18], predict the reactants needed to synthesize it. The reactants are: [Br:1][C:2]1[CH:7]=[CH:6][C:5]([CH2:8][C:9](=[S:11])[NH2:10])=[CH:4][CH:3]=1.Cl[CH:13]([C:19](=O)[CH3:20])[C:14]([O:16][CH2:17][CH3:18])=[O:15]. (3) Given the product [O:30]([C:27]1[CH:28]=[CH:29][C:24]([O:23][C:17]2[N:16]=[CH:15][C:14]([NH:13][CH:10]3[CH2:11][CH2:12][NH:8][CH2:9]3)=[CH:19][C:18]=2[C:20]([NH2:21])=[O:22])=[CH:25][CH:26]=1)[C:31]1[CH:32]=[CH:33][CH:34]=[CH:35][CH:36]=1, predict the reactants needed to synthesize it. The reactants are: C(OC([N:8]1[CH2:12][CH2:11][CH:10]([NH:13][C:14]2[CH:15]=[N:16][C:17]([O:23][C:24]3[CH:29]=[CH:28][C:27]([O:30][C:31]4[CH:36]=[CH:35][CH:34]=[CH:33][CH:32]=4)=[CH:26][CH:25]=3)=[C:18]([C:20](=[O:22])[NH2:21])[CH:19]=2)[CH2:9]1)=O)(C)(C)C.Cl. (4) The reactants are: [OH:1][CH2:2][CH2:3][S:4]([C:7]1[CH:8]=[C:9]([N+:13]([O-:15])=[O:14])[CH:10]=[CH:11][CH:12]=1)(=[O:6])=[O:5].[Si:16](Cl)([C:19]([CH3:22])([CH3:21])[CH3:20])([CH3:18])[CH3:17]. Given the product [Si:16]([O:1][CH2:2][CH2:3][S:4]([C:7]1[CH:8]=[C:9]([N+:13]([O-:15])=[O:14])[CH:10]=[CH:11][CH:12]=1)(=[O:6])=[O:5])([C:19]([CH3:22])([CH3:21])[CH3:20])([CH3:18])[CH3:17], predict the reactants needed to synthesize it.